Dataset: Reaction yield outcomes from USPTO patents with 853,638 reactions. Task: Predict the reaction yield, written as a fraction of the theoretical maximum amount of product (1.0 means a 100% yield; for example, 0.34 means a 34% yield). (1) The reactants are [F:1][C:2]1[C:7]([OH:8])=[CH:6][CH:5]=[C:4]([F:9])[C:3]=1[C:10]([NH2:12])=[O:11].Cl[CH2:14][C:15]1[CH:16]=[CH:17][C:18]2[S:22][CH:21]=[CH:20][C:19]=2[CH:23]=1.S1C2C=CC(CO)=CC=2C=C1.S(Cl)(Cl)=O. No catalyst specified. The product is [S:22]1[C:18]2[CH:17]=[CH:16][C:15]([CH2:14][O:8][C:7]3[C:2]([F:1])=[C:3]([C:10]([NH2:12])=[O:11])[C:4]([F:9])=[CH:5][CH:6]=3)=[CH:23][C:19]=2[CH:20]=[CH:21]1. The yield is 0.100. (2) The reactants are [NH2:1][CH2:2][CH2:3][CH2:4][N:5]1[CH2:10][CH2:9][O:8][CH2:7][CH2:6]1.[C:11]([O:15][CH2:16][CH3:17])(=[O:14])[CH:12]=O.CC(O)=O.[BH3-]C#N.[Na+]. The catalyst is CO.C([O-])(O)=O.[Na+]. The product is [CH2:16]([O:15][C:11](=[O:14])[CH2:12][NH:1][CH2:2][CH2:3][CH2:4][N:5]1[CH2:10][CH2:9][O:8][CH2:7][CH2:6]1)[CH3:17]. The yield is 0.470. (3) The yield is 0.130. The catalyst is CN(C=O)C.C1C=CC(/C=C/C(/C=C/C2C=CC=CC=2)=O)=CC=1.C1C=CC(/C=C/C(/C=C/C2C=CC=CC=2)=O)=CC=1.C1C=CC(/C=C/C(/C=C/C2C=CC=CC=2)=O)=CC=1.[Pd].[Pd].C1C=CC=CC=1. The reactants are Br[C:2]1[CH:3]=[C:4]([C:8]2[O:12][N:11]=[C:10]3[CH:13]=[CH:14][C:15]([C:17]4[CH:22]=[CH:21][N:20]=[C:19]([NH:23][C:24](=[O:26])[CH3:25])[N:18]=4)=[CH:16][C:9]=23)[CH:5]=[CH:6][CH:7]=1.C(=O)([O-])[O-].[Cs+].[Cs+].[CH3:33][O:34][C:35]1[N:40]=[CH:39][C:38]([O:41][CH3:42])=[C:37](B(O)O)[N:36]=1.C(P(C(C)(C)C)C(C)(C)C)(C)(C)C. The product is [CH3:33][O:34][C:35]1[N:40]=[C:39]([C:2]2[CH:3]=[C:4]([C:8]3[O:12][N:11]=[C:10]4[CH:13]=[CH:14][C:15]([C:17]5[CH:22]=[CH:21][N:20]=[C:19]([NH:23][C:24](=[O:26])[CH3:25])[N:18]=5)=[CH:16][C:9]=34)[CH:5]=[CH:6][CH:7]=2)[C:38]([O:41][CH3:42])=[CH:37][N:36]=1.